This data is from Catalyst prediction with 721,799 reactions and 888 catalyst types from USPTO. The task is: Predict which catalyst facilitates the given reaction. Reactant: Cl[Sn](Cl)(Cl)Cl.[CH3:6][C:7]1[CH:12]=[CH:11][C:10]([O:13][CH3:14])=[CH:9][CH:8]=1.Cl.[OH2:16]. Product: [CH3:14][O:13][C:10]1[CH:11]=[CH:12][C:7]([CH3:6])=[CH:8][C:9]=1[C:6]([C:7]1[CH:12]=[CH:11][CH:10]=[CH:9][CH:8]=1)=[O:16]. The catalyst class is: 2.